From a dataset of Merck oncology drug combination screen with 23,052 pairs across 39 cell lines. Regression. Given two drug SMILES strings and cell line genomic features, predict the synergy score measuring deviation from expected non-interaction effect. (1) Drug 1: O=S1(=O)NC2(CN1CC(F)(F)F)C1CCC2Cc2cc(C=CCN3CCC(C(F)(F)F)CC3)ccc2C1. Drug 2: CCN(CC)CCNC(=O)c1c(C)[nH]c(C=C2C(=O)Nc3ccc(F)cc32)c1C. Cell line: LOVO. Synergy scores: synergy=23.3. (2) Drug 1: CN1C(=O)C=CC2(C)C3CCC4(C)C(NC(=O)OCC(F)(F)F)CCC4C3CCC12. Drug 2: CS(=O)(=O)CCNCc1ccc(-c2ccc3ncnc(Nc4ccc(OCc5cccc(F)c5)c(Cl)c4)c3c2)o1. Cell line: NCIH2122. Synergy scores: synergy=8.83. (3) Drug 1: O=C(CCCCCCC(=O)Nc1ccccc1)NO. Drug 2: NC1CCCCC1N.O=C(O)C(=O)O.[Pt+2]. Cell line: PA1. Synergy scores: synergy=-14.2. (4) Drug 1: Nc1ccn(C2OC(CO)C(O)C2(F)F)c(=O)n1. Drug 2: COC1=C2CC(C)CC(OC)C(O)C(C)C=C(C)C(OC(N)=O)C(OC)C=CC=C(C)C(=O)NC(=CC1=O)C2=O. Cell line: SKMES1. Synergy scores: synergy=-28.5. (5) Drug 1: O=S1(=O)NC2(CN1CC(F)(F)F)C1CCC2Cc2cc(C=CCN3CCC(C(F)(F)F)CC3)ccc2C1. Drug 2: NC(=O)c1cccc2cn(-c3ccc(C4CCCNC4)cc3)nc12. Cell line: SW620. Synergy scores: synergy=16.6. (6) Synergy scores: synergy=9.61. Drug 2: Nc1ccn(C2OC(CO)C(O)C2(F)F)c(=O)n1. Drug 1: O=S1(=O)NC2(CN1CC(F)(F)F)C1CCC2Cc2cc(C=CCN3CCC(C(F)(F)F)CC3)ccc2C1. Cell line: SKOV3. (7) Drug 1: O=S1(=O)NC2(CN1CC(F)(F)F)C1CCC2Cc2cc(C=CCN3CCC(C(F)(F)F)CC3)ccc2C1. Drug 2: CCC1(O)CC2CN(CCc3c([nH]c4ccccc34)C(C(=O)OC)(c3cc4c(cc3OC)N(C)C3C(O)(C(=O)OC)C(OC(C)=O)C5(CC)C=CCN6CCC43C65)C2)C1. Cell line: HCT116. Synergy scores: synergy=44.5. (8) Drug 1: NC(=O)c1cccc2cn(-c3ccc(C4CCCNC4)cc3)nc12. Drug 2: CC1(c2nc3c(C(N)=O)cccc3[nH]2)CCCN1. Cell line: SKMES1. Synergy scores: synergy=-7.00. (9) Drug 1: CN1C(=O)C=CC2(C)C3CCC4(C)C(NC(=O)OCC(F)(F)F)CCC4C3CCC12. Drug 2: COC1=C2CC(C)CC(OC)C(O)C(C)C=C(C)C(OC(N)=O)C(OC)C=CC=C(C)C(=O)NC(=CC1=O)C2=O. Cell line: HT144. Synergy scores: synergy=-8.20. (10) Drug 1: COc1cccc2c1C(=O)c1c(O)c3c(c(O)c1C2=O)CC(O)(C(=O)CO)CC3OC1CC(N)C(O)C(C)O1. Drug 2: CS(=O)(=O)CCNCc1ccc(-c2ccc3ncnc(Nc4ccc(OCc5cccc(F)c5)c(Cl)c4)c3c2)o1. Cell line: OCUBM. Synergy scores: synergy=9.49.